From a dataset of Reaction yield outcomes from USPTO patents with 853,638 reactions. Predict the reaction yield, written as a fraction of the theoretical maximum amount of product (1.0 means a 100% yield; for example, 0.34 means a 34% yield). (1) The reactants are [CH:1]1([NH:7][C:8]2[C:13]([C:14](O)=[O:15])=[CH:12][N:11]=[C:10]3[N:17]([CH2:20][O:21][CH2:22][CH2:23][Si:24]([CH3:27])([CH3:26])[CH3:25])[CH:18]=[CH:19][C:9]=23)[CH2:6][CH2:5][CH2:4][CH2:3][CH2:2]1.Cl.C[N:30](C)CCCN=C=NCC.ON1C2C=CC=CC=2N=N1.N.CO.[Cl-].[NH4+]. The catalyst is ClCCl. The product is [CH:1]1([NH:7][C:8]2[C:13]([C:14]([NH2:30])=[O:15])=[CH:12][N:11]=[C:10]3[N:17]([CH2:20][O:21][CH2:22][CH2:23][Si:24]([CH3:27])([CH3:25])[CH3:26])[CH:18]=[CH:19][C:9]=23)[CH2:2][CH2:3][CH2:4][CH2:5][CH2:6]1. The yield is 0.710. (2) The reactants are [NH2:1][C:2]1[CH:6]=[CH:5][S:4][C:3]=1[C:7]([O:9][CH3:10])=[O:8].N1C=CC=CC=1.[C:17]([C:21]1[CH:29]=[CH:28][C:24]([C:25](Cl)=[O:26])=[CH:23][CH:22]=1)([CH3:20])([CH3:19])[CH3:18]. The catalyst is C(Cl)Cl. The product is [C:17]([C:21]1[CH:22]=[CH:23][C:24]([C:25]([NH:1][C:2]2[CH:6]=[CH:5][S:4][C:3]=2[C:7]([O:9][CH3:10])=[O:8])=[O:26])=[CH:28][CH:29]=1)([CH3:20])([CH3:18])[CH3:19]. The yield is 0.850. (3) The reactants are [CH2:1]([C@@H:5]1[N:10]([CH2:11][C:12]2[CH:16]=[C:15]([C:17]3[CH:22]=[CH:21][CH:20]=[CH:19][CH:18]=3)[O:14][N:13]=2)[CH2:9][C@H:8]([CH2:23][CH:24]([CH3:26])[CH3:25])[NH:7][C:6]1=[O:27])[CH:2]([CH3:4])[CH3:3].C([C@@H]1NC[C@H](CC(C)C)N[C:33]1=[O:42])C(C)C.COC1C=CC(C2ON=C(C=O)C=2)=CC=1. No catalyst specified. The product is [CH2:1]([C@@H:5]1[N:10]([CH2:11][C:12]2[CH:16]=[C:15]([C:17]3[CH:18]=[CH:19][C:20]([O:42][CH3:33])=[CH:21][CH:22]=3)[O:14][N:13]=2)[CH2:9][C@H:8]([CH2:23][CH:24]([CH3:26])[CH3:25])[NH:7][C:6]1=[O:27])[CH:2]([CH3:4])[CH3:3]. The yield is 0.356. (4) The reactants are [CH3:1][N:2]1[C:10]2[C:5](=[N:6][C:7]([C@@H:17]([NH2:19])[CH3:18])=[C:8]([CH:11]3[CH2:16][CH2:15][O:14][CH2:13][CH2:12]3)[CH:9]=2)[CH:4]=[CH:3]1.[NH2:20][C:21]1[N:26]=[C:25]([NH2:27])[C:24]([C:28]#[N:29])=[C:23](Cl)[N:22]=1.CCN(CC)CC. The catalyst is CN(C=O)C. The product is [NH2:20][C:21]1[N:26]=[C:25]([NH2:27])[C:24]([C:28]#[N:29])=[C:23]([NH:19][C@H:17]([C:7]2[N:6]=[C:5]3[CH:4]=[CH:3][N:2]([CH3:1])[C:10]3=[CH:9][C:8]=2[CH:11]2[CH2:16][CH2:15][O:14][CH2:13][CH2:12]2)[CH3:18])[N:22]=1. The yield is 0.280. (5) The reactants are [CH3:1][C:2]1[C:6]([CH3:7])=[C:5]([NH:8][C:9](=[O:16])OCC(Cl)(Cl)Cl)[O:4][N:3]=1.Cl.Cl.[C:19]1([C:25]2[CH:30]=[N:29][CH:28]=[C:27]([N:31]3[CH2:36][CH2:35][NH:34][CH2:33][CH2:32]3)[N:26]=2)[CH:24]=[CH:23][CH:22]=[CH:21][CH:20]=1. No catalyst specified. The product is [CH3:1][C:2]1[C:6]([CH3:7])=[C:5]([NH:8][C:9]([N:34]2[CH2:35][CH2:36][N:31]([C:27]3[CH:28]=[N:29][CH:30]=[C:25]([C:19]4[CH:24]=[CH:23][CH:22]=[CH:21][CH:20]=4)[N:26]=3)[CH2:32][CH2:33]2)=[O:16])[O:4][N:3]=1. The yield is 0.640. (6) The reactants are [O:1]=[C:2]1[CH:6]=[CH:5][C:4](=[O:7])[N:3]1[CH2:8][CH2:9][C:10]([NH:12][CH2:13][CH2:14][CH2:15][CH2:16][CH2:17][CH2:18][CH2:19][C:20]([OH:22])=[O:21])=[O:11].[B-](F)(F)(F)F.CN(C(O[N:36]1[C:41](=[O:42])[CH2:40][CH2:39][C:37]1=[O:38])=[N+](C)C)C.CCN(C(C)C)C(C)C. The catalyst is C1COCC1. The product is [O:38]=[C:37]1[CH2:39][CH2:40][C:41](=[O:42])[N:36]1[O:21][C:20](=[O:22])[CH2:19][CH2:18][CH2:17][CH2:16][CH2:15][CH2:14][CH2:13][NH:12][C:10](=[O:11])[CH2:9][CH2:8][N:3]1[C:4](=[O:7])[CH:5]=[CH:6][C:2]1=[O:1]. The yield is 0.370. (7) The reactants are [Cl:1][C:2]1[C:3]([CH3:38])=[N:4][O:5][C:6]=1[N:7]([CH2:32][O:33][CH2:34][CH2:35][O:36][CH3:37])[S:8]([C:11]1[C:19]2[C:14](=[N:15][CH:16]=[CH:17][CH:18]=2)[S:13][C:12]=1[CH:20](O)[C:21]1[C:26]([O:27][CH3:28])=[CH:25][CH:24]=[CH:23][C:22]=1[O:29][CH3:30])(=[O:10])=[O:9].C([SiH](CC)CC)C.B(F)(F)F.CCOCC. The catalyst is C(Cl)Cl. The product is [Cl:1][C:2]1[C:3]([CH3:38])=[N:4][O:5][C:6]=1[N:7]([CH2:32][O:33][CH2:34][CH2:35][O:36][CH3:37])[S:8]([C:11]1[C:19]2[C:14](=[N:15][CH:16]=[CH:17][CH:18]=2)[S:13][C:12]=1[CH2:20][C:21]1[C:26]([O:27][CH3:28])=[CH:25][CH:24]=[CH:23][C:22]=1[O:29][CH3:30])(=[O:9])=[O:10]. The yield is 0.850. (8) The reactants are [I:1][C:2]1[CH:3]=[N:4][NH:5][CH:6]=1.Cl[CH2:8][C:9]1[CH:14]=[CH:13][C:12]([O:15][CH3:16])=[CH:11][CH:10]=1.C([O-])([O-])=O.[K+].[K+]. The catalyst is C(#N)C. The product is [I:1][C:2]1[CH:3]=[N:4][N:5]([CH2:8][C:9]2[CH:14]=[CH:13][C:12]([O:15][CH3:16])=[CH:11][CH:10]=2)[CH:6]=1. The yield is 0.880. (9) The reactants are [CH3:1][N:2]1[CH:6]=[CH:5][N:4]=[C:3]1[CH:7]1[CH:16]([C:17]2[N:18]([CH3:22])[CH:19]=[CH:20][N:21]=2)[C:15](=O)[C:14]2[C:13]([C:24](OCC)=[O:25])=[CH:12][CH:11]=[CH:10][C:9]=2[NH:8]1.O.[NH2:30][NH2:31]. The catalyst is CO. The product is [CH3:1][N:2]1[CH:6]=[CH:5][N:4]=[C:3]1[CH:7]1[NH:8][C:9]2[C:14]3[C:15](=[N:30][NH:31][C:24](=[O:25])[C:13]=3[CH:12]=[CH:11][CH:10]=2)[CH:16]1[C:17]1[N:18]([CH3:22])[CH:19]=[CH:20][N:21]=1. The yield is 0.410. (10) The reactants are [C:1]([C:5]1[CH:23]=[CH:22][C:8]([C:9]([NH:11][C:12]2[N:13]=[C:14]3[CH:19]=[CH:18][C:17](Cl)=[N:16][N:15]3[CH:21]=2)=[O:10])=[CH:7][CH:6]=1)([CH3:4])([CH3:3])[CH3:2].[NH:24]1[CH:28]=[C:27]([CH2:29][C:30]#[N:31])[N:26]=[CH:25]1.C(=O)([O-])[O-].[K+].[K+]. No catalyst specified. The product is [C:1]([C:5]1[CH:23]=[CH:22][C:8]([C:9]([NH:11][C:12]2[N:13]=[C:14]3[CH:19]=[CH:18][C:17]([N:24]4[CH:28]=[C:27]([CH2:29][C:30]#[N:31])[N:26]=[CH:25]4)=[N:16][N:15]3[CH:21]=2)=[O:10])=[CH:7][CH:6]=1)([CH3:4])([CH3:3])[CH3:2]. The yield is 0.620.